From a dataset of Full USPTO retrosynthesis dataset with 1.9M reactions from patents (1976-2016). Predict the reactants needed to synthesize the given product. (1) Given the product [F:1][C:2]1[CH:7]=[CH:6][C:5]([NH:8][C:9]2[N:10]([CH3:25])[C:11]3[C:20]4[C:19](=[O:21])[NH:18][C:17]([CH:22]=[O:27])=[C:16]([CH3:23])[C:15]=4[CH:14]=[CH:13][C:12]=3[N:24]=2)=[C:4]([CH3:26])[CH:3]=1, predict the reactants needed to synthesize it. The reactants are: [F:1][C:2]1[CH:7]=[CH:6][C:5]([NH:8][C:9]2[N:10]([CH3:25])[C:11]3[C:20]4[C:19](=[O:21])[NH:18][C:17]([CH3:22])=[C:16]([CH3:23])[C:15]=4[CH:14]=[CH:13][C:12]=3[N:24]=2)=[C:4]([CH3:26])[CH:3]=1.[O:27]1CCOCC1. (2) Given the product [CH3:13][O:12][CH2:11][C:10]1[O:14][N:2]=[CH:4][C:5]=1[C:6]([O:8][CH3:9])=[O:7], predict the reactants needed to synthesize it. The reactants are: C[N:2]([CH:4]=[C:5]([C:10](=[O:14])[CH2:11][O:12][CH3:13])[C:6]([O:8][CH3:9])=[O:7])C.Cl.NO.